Task: Predict the reaction yield, written as a fraction of the theoretical maximum amount of product (1.0 means a 100% yield; for example, 0.34 means a 34% yield).. Dataset: Reaction yield outcomes from USPTO patents with 853,638 reactions The product is [CH3:1][S:2]([OH:5])(=[O:4])=[O:3].[Cl:6][C:7]1[CH:8]=[CH:9][C:10]2[N:11]([CH:13]=[C:14]([CH2:16][O:17][C:18]3[CH:19]=[CH:20][C:21]([C:24]4[C:25](=[O:39])[C:26]([CH3:37])([CH3:38])[O:27][C:28]=4[C:29]4[CH:34]=[CH:33][C:32]([O:35][CH3:36])=[CH:31][CH:30]=4)=[CH:22][CH:23]=3)[N:15]=2)[CH:12]=1. The catalyst is C(Cl)Cl.C(OCC)C. The reactants are [CH3:1][S:2]([OH:5])(=[O:4])=[O:3].[Cl:6][C:7]1[CH:8]=[CH:9][C:10]2[N:11]([CH:13]=[C:14]([CH2:16][O:17][C:18]3[CH:23]=[CH:22][C:21]([C:24]4[C:25](=[O:39])[C:26]([CH3:38])([CH3:37])[O:27][C:28]=4[C:29]4[CH:34]=[CH:33][C:32]([O:35][CH3:36])=[CH:31][CH:30]=4)=[CH:20][CH:19]=3)[N:15]=2)[CH:12]=1. The yield is 0.820.